This data is from Forward reaction prediction with 1.9M reactions from USPTO patents (1976-2016). The task is: Predict the product of the given reaction. (1) Given the reactants [OH-].[Na+].[Br:3][CH:4]1[C:10]2[CH:11]=[CH:12][CH:13]=[CH:14][C:9]=2[C:8](=[O:15])[C:7]2[CH:16]=[CH:17][CH:18]=[CH:19][C:6]=2[CH:5]1Br, predict the reaction product. The product is: [Br:3][C:4]1[C:10]2[CH:11]=[CH:12][CH:13]=[CH:14][C:9]=2[C:8](=[O:15])[C:7]2[CH:16]=[CH:17][CH:18]=[CH:19][C:6]=2[CH:5]=1. (2) Given the reactants [NH2:1][C:2]1[N:3]=[C:4]([NH:17][CH:18]2[CH2:23][CH2:22][N:21]([S:24]([CH2:27][CH2:28][CH2:29]I)(=[O:26])=[O:25])[CH2:20][CH2:19]2)[S:5][C:6]=1[C:7]([C:9]1[C:14]([F:15])=[CH:13][CH:12]=[CH:11][C:10]=1[F:16])=[O:8].[NH:31]1[CH2:34][CH2:33][CH2:32]1, predict the reaction product. The product is: [NH2:1][C:2]1[N:3]=[C:4]([NH:17][CH:18]2[CH2:23][CH2:22][N:21]([S:24]([CH2:27][CH2:28][CH2:29][N:31]3[CH2:34][CH2:33][CH2:32]3)(=[O:26])=[O:25])[CH2:20][CH2:19]2)[S:5][C:6]=1[C:7]([C:9]1[C:14]([F:15])=[CH:13][CH:12]=[CH:11][C:10]=1[F:16])=[O:8]. (3) Given the reactants Cl.[OH:2][NH:3][C:4]([CH:6]1[CH:11]2[CH2:12][CH2:13][N:8]([CH2:9][CH2:10]2)[CH2:7]1)=[NH:5].[N:14]1[CH:19]=[CH:18][CH:17]=[C:16]([C:20]2[O:24][C:23]([C:25]([O-])=O)=[N:22][CH:21]=2)[CH:15]=1.[Li+].C(N(CC)C(C)C)(C)C.F[B-](F)(F)F.N1(OC(N(C)C)=[N+](C)C)C2C=CC=CC=2N=N1.O.ON1C2C=CC=CC=2N=N1, predict the reaction product. The product is: [N:14]1[CH:19]=[CH:18][CH:17]=[C:16]([C:20]2[O:24][C:23]([C:25]3[O:2][N:3]=[C:4]([CH:6]4[CH:11]5[CH2:10][CH2:9][N:8]([CH2:13][CH2:12]5)[CH2:7]4)[N:5]=3)=[N:22][CH:21]=2)[CH:15]=1. (4) Given the reactants [N:1]([O-])=O.[Na+].[Br:5][C:6]1[CH:11]=[C:10]([NH2:12])[C:9]([NH2:13])=[C:8]([F:14])[CH:7]=1, predict the reaction product. The product is: [Br:5][C:6]1[CH:7]=[C:8]([F:14])[C:9]2[NH:13][N:1]=[N:12][C:10]=2[CH:11]=1. (5) The product is: [C:1]([OH:8])(=[O:7])/[CH:2]=[CH:3]/[C:4]([OH:6])=[O:5].[CH3:9][C@@H:11]1[CH2:16][NH:15][CH2:14][CH2:13][N:12]1[C:17]([O:19][CH2:20][C:21]1[CH:26]=[CH:25][C:24]([O:27][CH:28]([F:30])[F:29])=[CH:23][CH:22]=1)=[O:18]. Given the reactants [C:1]([OH:8])(=[O:7])/[CH:2]=[CH:3]/[C:4]([OH:6])=[O:5].[CH2:9]([C@@H:11]1[CH2:16][NH:15][CH2:14][CH2:13][N:12]1[C:17]([O:19][CH2:20][C:21]1[CH:26]=[CH:25][C:24]([O:27][CH:28]([F:30])[F:29])=[CH:23][CH:22]=1)=[O:18])C.FC(F)OC1C=CC(CO)=CC=1, predict the reaction product.